This data is from Merck oncology drug combination screen with 23,052 pairs across 39 cell lines. The task is: Regression. Given two drug SMILES strings and cell line genomic features, predict the synergy score measuring deviation from expected non-interaction effect. (1) Drug 1: O=P1(N(CCCl)CCCl)NCCCO1. Drug 2: COC1CC2CCC(C)C(O)(O2)C(=O)C(=O)N2CCCCC2C(=O)OC(C(C)CC2CCC(OP(C)(C)=O)C(OC)C2)CC(=O)C(C)C=C(C)C(O)C(OC)C(=O)C(C)CC(C)C=CC=CC=C1C. Cell line: ZR751. Synergy scores: synergy=13.9. (2) Drug 1: Cc1nc(Nc2ncc(C(=O)Nc3c(C)cccc3Cl)s2)cc(N2CCN(CCO)CC2)n1. Drug 2: CCc1c2c(nc3ccc(O)cc13)-c1cc3c(c(=O)n1C2)COC(=O)C3(O)CC. Cell line: OVCAR3. Synergy scores: synergy=94.7.